Predict the product of the given reaction. From a dataset of Forward reaction prediction with 1.9M reactions from USPTO patents (1976-2016). (1) Given the reactants [F:1][C:2]1[C:3]([NH:24][C:25]2[CH:30]=[CH:29][C:28](I)=[CH:27][C:26]=2[F:32])=[C:4]([CH:12]=[C:13](/[CH:16]=[N:17]/[O:18][CH2:19][C:20]([OH:23])([CH3:22])[CH3:21])[C:14]=1[F:15])[C:5]([NH:7][O:8][CH2:9][CH2:10][OH:11])=[O:6].[CH:33]1C=C(S([O-])(=O)=O)C=C(P(C2C=CC=C(S([O-])(=O)=O)C=2)C2C=CC=C(S([O-])(=O)=O)C=2)[CH:34]=1.[Na+].[Na+].[Na+].N(CC)(C(C)C)C(C)C.C[Si](C#C)(C)C.[F-].C([N+](CCCC)(CCCC)CCCC)CCC, predict the reaction product. The product is: [C:33]([C:28]1[CH:29]=[CH:30][C:25]([NH:24][C:3]2[C:2]([F:1])=[C:14]([F:15])[C:13](/[CH:16]=[N:17]/[O:18][CH2:19][C:20]([OH:23])([CH3:22])[CH3:21])=[CH:12][C:4]=2[C:5]([NH:7][O:8][CH2:9][CH2:10][OH:11])=[O:6])=[C:26]([F:32])[CH:27]=1)#[CH:34]. (2) Given the reactants [C:1]([O:5][C:6]([NH:8][C@@H:9]([CH2:13][CH:14]1[CH2:19][CH2:18][CH:17]([OH:20])[CH2:16][CH2:15]1)[C:10]([OH:12])=[O:11])=[O:7])([CH3:4])([CH3:3])[CH3:2].[H-].[Na+].[CH2:23](Br)[CH:24]=[CH2:25], predict the reaction product. The product is: [CH2:25]([O:20][CH:17]1[CH2:16][CH2:15][CH:14]([CH2:13][C@H:9]([NH:8][C:6]([O:5][C:1]([CH3:4])([CH3:2])[CH3:3])=[O:7])[C:10]([OH:12])=[O:11])[CH2:19][CH2:18]1)[CH:24]=[CH2:23]. (3) Given the reactants [CH:1]1([C:7]([C:9]2[S:17][C:16]3[C:11](=[N:12][CH:13]=[C:14]([C:18]([F:21])([F:20])[F:19])[CH:15]=3)[C:10]=2[CH3:22])=O)[CH2:6][CH2:5][CH2:4][CH2:3][CH2:2]1.[NH2:23][C:24]1[CH:33]=[CH:32][C:27]([C:28]([O:30][CH3:31])=[O:29])=[CH:26][CH:25]=1.C(=O)([O-])O.[Na+].C([BH3-])#N.[Na+], predict the reaction product. The product is: [CH:1]1([CH:7]([NH:23][C:24]2[CH:25]=[CH:26][C:27]([C:28]([O:30][CH3:31])=[O:29])=[CH:32][CH:33]=2)[C:9]2[S:17][C:16]3[C:11](=[N:12][CH:13]=[C:14]([C:18]([F:21])([F:20])[F:19])[CH:15]=3)[C:10]=2[CH3:22])[CH2:6][CH2:5][CH2:4][CH2:3][CH2:2]1. (4) Given the reactants [Cl:1][C:2]([Cl:12])([Cl:11])[C:3]([C:5]1[N:6]([CH3:10])[CH:7]=[CH:8][CH:9]=1)=[O:4].[N+:13]([O-])([OH:15])=[O:14], predict the reaction product. The product is: [N+:13]([C:8]1[CH:9]=[C:5]([C:3](=[O:4])[C:2]([Cl:1])([Cl:11])[Cl:12])[N:6]([CH3:10])[CH:7]=1)([O-:15])=[O:14]. (5) Given the reactants [CH3:1][C:2]1([CH3:18])[O:6][C:5]2[CH:7]=[CH:8][C:9]([C:11]3[CH:17]=[CH:16][C:14]([NH2:15])=[CH:13][CH:12]=3)=[CH:10][C:4]=2[O:3]1.[S:19](N)([NH2:22])(=[O:21])=[O:20], predict the reaction product. The product is: [CH3:1][C:2]1([CH3:18])[O:6][C:5]2[CH:7]=[CH:8][C:9]([C:11]3[CH:17]=[CH:16][C:14]([NH:15][S:19]([NH2:22])(=[O:21])=[O:20])=[CH:13][CH:12]=3)=[CH:10][C:4]=2[O:3]1. (6) Given the reactants [C:1]([C:4]1[N:5]=[C:6]2[N:16]([CH:17]=1)[CH2:15][CH2:14][O:13][C:12]1[C:7]2=[CH:8][C:9]([C:19]#[C:20][C:21]2([OH:30])[CH2:24][CH:23]([C:25](OCC)=[O:26])[CH2:22]2)=[C:10]([F:18])[CH:11]=1)(=[O:3])[NH2:2].CC(C[AlH]CC(C)C)C, predict the reaction product. The product is: [F:18][C:10]1[C:9]([C:19]#[C:20][C:21]2([OH:30])[CH2:22][CH:23]([CH2:25][OH:26])[CH2:24]2)=[CH:8][C:7]2[C:6]3[N:16]([CH2:15][CH2:14][O:13][C:12]=2[CH:11]=1)[CH:17]=[C:4]([C:1]([NH2:2])=[O:3])[N:5]=3.